From a dataset of Reaction yield outcomes from USPTO patents with 853,638 reactions. Predict the reaction yield, written as a fraction of the theoretical maximum amount of product (1.0 means a 100% yield; for example, 0.34 means a 34% yield). (1) The reactants are C(O[BH-](OC(=O)C)OC(=O)C)(=O)C.[Na+].[NH2:15][C@@H:16]([C@@H:22]([OH:28])[C:23]([O:25][CH2:26][CH3:27])=[O:24])[C:17]([O:19][CH2:20][CH3:21])=[O:18].C([C@@](C([O-])=O)(O)[C@@](CC)(O)C([O-])=O)C.[CH2:43]([O:50][CH2:51][N:52]1[C:60]2[C:59]([O:61][CH3:62])=[N:58][CH:57]=[N:56][C:55]=2[C:54]([CH:63]=O)=[CH:53]1)[C:44]1[CH:49]=[CH:48][CH:47]=[CH:46][CH:45]=1.C1C=C2C(C(O)(O)C(=O)C2=CC=1)=O. The catalyst is ClCCCl.C(Cl)Cl.CCOC(C)=O. The product is [CH2:43]([O:50][CH2:51][N:52]1[C:60]2[C:59]([O:61][CH3:62])=[N:58][CH:57]=[N:56][C:55]=2[C:54]([CH2:63][NH:15][C@@H:16]([C@@H:22]([OH:28])[C:23]([O:25][CH2:26][CH3:27])=[O:24])[C:17]([O:19][CH2:20][CH3:21])=[O:18])=[CH:53]1)[C:44]1[CH:49]=[CH:48][CH:47]=[CH:46][CH:45]=1. The yield is 0.694. (2) The reactants are [CH3:1][O:2][CH2:3][C@H:4]([CH3:33])[O:5][C:6]1[CH:7]=[C:8]([CH:19]=[C:20]([C:22]2[NH:23][C:24]([C:27]3[O:28][C@@H:29]([CH3:32])[CH2:30][N:31]=3)=[CH:25][CH:26]=2)[CH:21]=1)[O:9][C:10]1[CH:11]=[CH:12][C:13]([C:16](O)=[O:17])=[N:14][CH:15]=1.[CH3:34][N:35]1[CH2:40][CH2:39][NH:38][CH2:37][CH2:36]1.CN(C(ON1N=NC2C=CC=NC1=2)=[N+](C)C)C.F[P-](F)(F)(F)(F)F.C(N(CC)C(C)C)(C)C. The catalyst is O1CCCC1.[Cl-].[Na+].O. The product is [CH3:1][O:2][CH2:3][C@H:4]([CH3:33])[O:5][C:6]1[CH:7]=[C:8]([CH:19]=[C:20]([C:22]2[NH:23][C:24]([C:27]3[O:28][C@@H:29]([CH3:32])[CH2:30][N:31]=3)=[CH:25][CH:26]=2)[CH:21]=1)[O:9][C:10]1[CH:11]=[CH:12][C:13]([C:16]([N:38]2[CH2:39][CH2:40][N:35]([CH3:34])[CH2:36][CH2:37]2)=[O:17])=[N:14][CH:15]=1. The yield is 0.650. (3) The reactants are [CH2:1]([C:3]1[NH:4][C:5](=[O:27])[C:6]([CH2:12][C:13]2[CH:18]=[CH:17][C:16]([C:19]3[C:20]([C:25]#[N:26])=[CH:21][CH:22]=[CH:23][CH:24]=3)=[CH:15][CH:14]=2)=[C:7]([CH2:9][CH2:10][CH3:11])[N:8]=1)[CH3:2].[Si:28]([O:35][CH:36]([CH3:50])[C:37]([CH3:49])([CH3:48])[O:38][C:39]1[CH:44]=[CH:43][C:42](B(O)O)=[CH:41][CH:40]=1)([C:31]([CH3:34])([CH3:33])[CH3:32])([CH3:30])[CH3:29].C(N(CC)CC)C.N1C=CC=CC=1. The catalyst is ClCCl.C(OCC)(=O)C.C([O-])(=O)C.[Cu+2].C([O-])(=O)C. The product is [Si:28]([O:35][CH:36]([CH3:50])[C:37]([CH3:49])([CH3:48])[O:38][C:39]1[CH:40]=[CH:41][C:42]([N:4]2[C:5](=[O:27])[C:6]([CH2:12][C:13]3[CH:18]=[CH:17][C:16]([C:19]4[C:20]([C:25]#[N:26])=[CH:21][CH:22]=[CH:23][CH:24]=4)=[CH:15][CH:14]=3)=[C:7]([CH2:9][CH2:10][CH3:11])[N:8]=[C:3]2[CH2:1][CH3:2])=[CH:43][CH:44]=1)([C:31]([CH3:34])([CH3:33])[CH3:32])([CH3:30])[CH3:29]. The yield is 0.870. (4) The reactants are Cl.[I:2][C:3]1[CH:4]=[C:5]2[C:10](=[CH:11][CH:12]=1)[O:9][C@@H:8]([CH2:13][NH2:14])[CH2:7][CH2:6]2.[CH2:15]([O:22][C:23](Cl)=[O:24])[C:16]1[CH:21]=[CH:20][CH:19]=[CH:18][CH:17]=1.[OH-].[Na+]. The catalyst is O1CCCC1. The product is [I:2][C:3]1[CH:4]=[C:5]2[C:10](=[CH:11][CH:12]=1)[O:9][C@@H:8]([CH2:13][NH:14][C:23](=[O:24])[O:22][CH2:15][C:16]1[CH:21]=[CH:20][CH:19]=[CH:18][CH:17]=1)[CH2:7][CH2:6]2. The yield is 0.990. (5) The yield is 0.590. The product is [CH3:27][N:1]([S:22]([C:18]1[N:17]([CH3:16])[CH:21]=[CH:20][N:19]=1)(=[O:24])=[O:23])[C:2]1[CH:3]=[CH:4][CH:5]=[C:6]2[C:10]=1[NH:9][C:8]([C:11]([O:13][CH2:14][CH3:15])=[O:12])=[CH:7]2. No catalyst specified. The reactants are [NH2:1][C:2]1[CH:3]=[CH:4][CH:5]=[C:6]2[C:10]=1[NH:9][C:8]([C:11]([O:13][CH2:14][CH3:15])=[O:12])=[CH:7]2.[CH3:16][N:17]1[CH:21]=[CH:20][N:19]=[C:18]1[S:22](Cl)(=[O:24])=[O:23].N1C=CC=C[CH:27]=1. (6) The reactants are [C:1]([O:5][C:6](=[O:28])[NH:7][C:8]1[CH:13]=[CH:12][CH:11]=[CH:10][C:9]=1[NH:14][C:15]1[N:20]=[C:19]([N:21]2[CH2:26][CH2:25][NH:24][CH2:23][CH2:22]2)[C:18]([Cl:27])=[CH:17][N:16]=1)([CH3:4])([CH3:3])[CH3:2].[N:29]([C:32]1[CH:37]=[CH:36][CH:35]=[C:34]([C:38]([F:41])([F:40])[F:39])[CH:33]=1)=[C:30]=[O:31].C(N(CC)CC)C. The catalyst is C(Cl)Cl. The product is [C:1]([O:5][C:6](=[O:28])[NH:7][C:8]1[CH:13]=[CH:12][CH:11]=[CH:10][C:9]=1[NH:14][C:15]1[N:20]=[C:19]([N:21]2[CH2:26][CH2:25][N:24]([C:30](=[O:31])[NH:29][C:32]3[CH:37]=[CH:36][CH:35]=[C:34]([C:38]([F:39])([F:41])[F:40])[CH:33]=3)[CH2:23][CH2:22]2)[C:18]([Cl:27])=[CH:17][N:16]=1)([CH3:4])([CH3:2])[CH3:3]. The yield is 0.620.